From a dataset of Reaction yield outcomes from USPTO patents with 853,638 reactions. Predict the reaction yield, written as a fraction of the theoretical maximum amount of product (1.0 means a 100% yield; for example, 0.34 means a 34% yield). (1) The reactants are O=P(Cl)(Cl)Cl.[C:6]([O:10][C:11]([N:13]1[CH2:27][CH2:26][N:16]2[C:17]3[CH:18]=[CH:19][C:20]([O:24][CH3:25])=[CH:21][C:22]=3[CH:23]=[C:15]2[CH2:14]1)=[O:12])([CH3:9])([CH3:8])[CH3:7].[C:28]([O-])(O)=[O:29].[Na+]. The catalyst is CN(C=O)C. The product is [C:6]([O:10][C:11]([N:13]1[CH2:27][CH2:26][N:16]2[C:17]3[CH:18]=[CH:19][C:20]([O:24][CH3:25])=[CH:21][C:22]=3[C:23]([CH:28]=[O:29])=[C:15]2[CH2:14]1)=[O:12])([CH3:9])([CH3:7])[CH3:8]. The yield is 0.770. (2) The reactants are [CH3:1][C:2]1([CH3:12])[O:6][C:5](=[CH:7][C:8](Cl)=[O:9])[C:4](=[O:11])[O:3]1.[CH3:13][C:14]1[CH:23]=[CH:22][C:17]([CH2:18][NH:19][O:20][CH3:21])=[CH:16][CH:15]=1. No catalyst specified. The product is [CH3:1][C:2]1([CH3:12])[O:6][C:5](=[CH:7][C:8]([N:19]([O:20][CH3:21])[CH2:18][C:17]2[CH:22]=[CH:23][C:14]([CH3:13])=[CH:15][CH:16]=2)=[O:9])[C:4](=[O:11])[O:3]1. The yield is 0.780. (3) The reactants are O[C:2]1[CH:3]=[C:4]([C:13]([O:15][CH2:16][CH3:17])=[O:14])[CH:5]=[C:6]([CH:12]=1)[C:7]([O:9][CH2:10][CH3:11])=[O:8].Br[CH2:19][CH2:20][CH2:21][CH2:22][CH2:23][CH2:24][O:25][C:26]1[CH:31]=[CH:30][C:29]([N:32]=[N:33][C:34]2[CH:39]=[CH:38][C:37]([CH3:40])=[CH:36][CH:35]=2)=[CH:28][CH:27]=1.CC(C)=[O:43]. The catalyst is O. The product is [CH3:40][C:37]1[CH:38]=[CH:39][C:34]([N:33]=[N:32][C:29]2[CH:30]=[CH:31][C:26]([O:25][CH2:24][CH2:23][CH2:22][CH2:21][CH2:20][CH2:19][O:43][C:5]3[C:4]([C:13]([O:15][CH2:16][CH3:17])=[O:14])=[CH:3][CH:2]=[CH:12][C:6]=3[C:7]([O:9][CH2:10][CH3:11])=[O:8])=[CH:27][CH:28]=2)=[CH:35][CH:36]=1. The yield is 0.830. (4) The reactants are [I:1][C:2]1[CH:7]=[CH:6][CH:5]=[CH:4][C:3]=1[OH:8].Br[CH2:10][CH2:11][O:12][Si:13]([C:16]([CH3:19])([CH3:18])[CH3:17])([CH3:15])[CH3:14].[I-].C([NH3+])(C)(C)C.C(=O)([O-])[O-].[K+].[K+]. The catalyst is CN(C)C=O. The product is [C:16]([Si:13]([O:12][CH2:11][CH2:10][O:8][C:3]1[CH:4]=[CH:5][CH:6]=[CH:7][C:2]=1[I:1])([CH3:15])[CH3:14])([CH3:19])([CH3:18])[CH3:17]. The yield is 0.490. (5) The reactants are [CH2:1]([N:3]([CH2:18][CH3:19])[CH2:4][CH2:5][CH2:6][CH2:7][O:8][C:9]1[CH:10]=[C:11]2[C:15](=[CH:16][CH:17]=1)[NH:14][CH:13]=[CH:12]2)[CH3:2].[Br:20][C:21]1[CH:28]=[CH:27][C:24]([CH2:25]Br)=[CH:23][CH:22]=1.CCOCC.O. The catalyst is CN(C=O)C. The product is [Br:20][C:21]1[CH:28]=[CH:27][C:24]([CH2:25][N:14]2[C:15]3[C:11](=[CH:10][C:9]([O:8][CH2:7][CH2:6][CH2:5][CH2:4][N:3]([CH2:1][CH3:2])[CH2:18][CH3:19])=[CH:17][CH:16]=3)[CH:12]=[CH:13]2)=[CH:23][CH:22]=1. The yield is 0.530. (6) The reactants are [CH2:1]([C:3]1[N:4]=[C:5]([CH2:38][CH2:39][CH3:40])[N:6]([CH2:23][C:24]2[CH:29]=[CH:28][C:27]([C:30]3[C:31]([C:36]#[N:37])=[CH:32][CH:33]=[CH:34][CH:35]=3)=[CH:26][CH:25]=2)[C:7](=[O:22])[C:8]=1[C:9]1[CH:10]=[C:11]2[C:16](=[CH:17][CH:18]=1)[O:15][C:14]([CH3:20])([CH3:19])[CH2:13][CH:12]2[OH:21])[CH3:2].[N:41]1C(C)=CC=CC=1C.FC(F)(F)S(O[Si](C(C)C)(C(C)C)C(C)C)(=O)=O.[C:67]([O:70]CC)(=[O:69])C. The catalyst is ClCCl. The product is [CH2:1]([C:3]1[N:4]=[C:5]([CH2:38][CH2:39][CH3:40])[N:6]([CH2:23][C:24]2[CH:25]=[CH:26][C:27]([C:30]3[CH:35]=[CH:34][CH:33]=[CH:32][C:31]=3[C:36]3[NH:41][C:67](=[O:69])[O:70][N:37]=3)=[CH:28][CH:29]=2)[C:7](=[O:22])[C:8]=1[C:9]1[CH:10]=[C:11]2[C:16](=[CH:17][CH:18]=1)[O:15][C:14]([CH3:20])([CH3:19])[CH2:13][CH:12]2[OH:21])[CH3:2]. The yield is 0.770. (7) The reactants are O1CCCCC1[N:7]1[C:15]2[C:10](=[CH:11][C:12]([C:16]3[N:20]=[CH:19][N:18](C(C4C=CC=CC=4)(C4C=CC=CC=4)C4C=CC=CC=4)[N:17]=3)=[CH:13][CH:14]=2)[C:9]([C:40]2[CH:41]=[C:42]([C:46]([N:48]3[CH2:56][C:55]4[C:50](=[CH:51][CH:52]=[CH:53][CH:54]=4)C3)=O)[CH:43]=[CH:44][CH:45]=2)=[N:8]1.Cl.[C:58](=[O:61])(O)[O-].[Na+]. The catalyst is O1CCOCC1. The product is [NH:17]1[C:16]([C:12]2[CH:11]=[C:10]3[C:15](=[CH:14][CH:13]=2)[NH:7][N:8]=[C:9]3[C:40]2[CH:41]=[C:42]([CH:46]3[C:50]4[C:55](=[CH:54][CH:53]=[CH:52][CH:51]=4)[CH2:56][N:48]3[C:58]([N:48]3[CH2:56][C:55]4[C:54](=[CH:53][CH:52]=[CH:51][CH:50]=4)[CH:46]3[C:42]3[CH:43]=[CH:44][CH:45]=[C:40]([C:9]4[C:10]5[C:15](=[CH:14][CH:13]=[C:12]([C:16]6[NH:17][N:18]=[CH:19][N:20]=6)[CH:11]=5)[NH:7][N:8]=4)[CH:41]=3)=[O:61])[CH:43]=[CH:44][CH:45]=2)=[N:20][CH:19]=[N:18]1. The yield is 0.340. (8) The reactants are [H-].[H-].[H-].[H-].[Li+].[Al+3].[CH3:7][NH:8][C:9]([C:11]1[NH:12][C:13]2[C:18]([CH:19]=1)=[CH:17][CH:16]=[CH:15][CH:14]=2)=O. The catalyst is C1COCC1. The product is [CH3:7][NH:8][CH2:9][C:11]1[NH:12][C:13]2[C:18]([CH:19]=1)=[CH:17][CH:16]=[CH:15][CH:14]=2. The yield is 0.510. (9) The reactants are Cl.[CH3:2][O:3][C:4]([C:6]1[C:7]2[CH:8]([OH:18])[CH:9]([NH2:17])[CH2:10][O:11][C:12]=2[C:13]([F:16])=[CH:14][CH:15]=1)=[O:5].CCN(CC)CC.C1N=CN([C:31](N2C=NC=C2)=[O:32])C=1. The catalyst is CC#N. The product is [CH3:2][O:3][C:4]([C:6]1[C:7]2[CH:8]3[CH:9]([NH:17][C:31](=[O:32])[O:18]3)[CH2:10][O:11][C:12]=2[C:13]([F:16])=[CH:14][CH:15]=1)=[O:5]. The yield is 0.970. (10) The reactants are [CH3:1][O:2][C:3]1[C:16]2[C:15]3[NH:14][CH2:13][CH2:12][CH2:11][C:10]=3[C:9](=[O:17])[N:8]([CH2:18][O:19][CH3:20])[C:7]=2[CH:6]=[C:5](/[CH:21]=[N:22]/[N:23]2[CH2:28][CH2:27][O:26][CH2:25][CH2:24]2)[CH:4]=1.C([BH3-])#N.[Na+].CO.Cl. The catalyst is O1CCCC1. The product is [CH3:1][O:2][C:3]1[C:16]2[C:15]3[NH:14][CH2:13][CH2:12][CH2:11][C:10]=3[C:9](=[O:17])[N:8]([CH2:18][O:19][CH3:20])[C:7]=2[CH:6]=[C:5]([CH2:21][NH:22][N:23]2[CH2:24][CH2:25][O:26][CH2:27][CH2:28]2)[CH:4]=1. The yield is 0.380.